Dataset: Peptide-MHC class II binding affinity with 134,281 pairs from IEDB. Task: Regression. Given a peptide amino acid sequence and an MHC pseudo amino acid sequence, predict their binding affinity value. This is MHC class II binding data. (1) The peptide sequence is RVIAQGPTATFEAMY. The MHC is DRB3_0202 with pseudo-sequence DRB3_0202. The binding affinity (normalized) is 0.132. (2) The binding affinity (normalized) is 0.317. The MHC is HLA-DQA10102-DQB10602 with pseudo-sequence HLA-DQA10102-DQB10602. The peptide sequence is KWHKHYLVCNYGPSG. (3) The peptide sequence is TDRATLNPWASQKH. The MHC is DRB1_1501 with pseudo-sequence DRB1_1501. The binding affinity (normalized) is 0.591. (4) The peptide sequence is EDHWASRENSGGGVE. The MHC is HLA-DQA10501-DQB10402 with pseudo-sequence HLA-DQA10501-DQB10402. The binding affinity (normalized) is 0.429. (5) The peptide sequence is PKYVKQNTLKLAT. The binding affinity (normalized) is 0.242. The MHC is HLA-DQA10501-DQB10301 with pseudo-sequence HLA-DQA10501-DQB10301. (6) The peptide sequence is INEPTAMAIAYGLDR. The MHC is HLA-DQA10401-DQB10402 with pseudo-sequence HLA-DQA10401-DQB10402. The binding affinity (normalized) is 0.480. (7) The peptide sequence is ASAAALAGDAAGAWR. The MHC is DRB1_0802 with pseudo-sequence DRB1_0802. The binding affinity (normalized) is 0.174.